From a dataset of Catalyst prediction with 721,799 reactions and 888 catalyst types from USPTO. Predict which catalyst facilitates the given reaction. (1) Reactant: [NH2:1][C:2]1[CH:7]=[C:6]([Cl:8])[CH:5]=[CH:4][C:3]=1[OH:9].[C:10](OC(=O)C)(=[O:12])[CH3:11]. Product: [Cl:8][C:6]1[CH:5]=[CH:4][C:3]([OH:9])=[C:2]([NH:1][C:10](=[O:12])[CH3:11])[CH:7]=1. The catalyst class is: 5. (2) Reactant: O.[OH-].[Li+].[CH:4]1[C:13]2[C:8](=[CH:9][CH:10]=[CH:11][CH:12]=2)[CH:7]=[CH:6][C:5]=1[S:14]([CH:17]([CH2:22][CH2:23][C:24](=[O:43])[NH:25][C@H:26]1[C:35]2[C:30](=[CH:31][C:32]([CH2:36][N:37]3[CH2:42][CH2:41][CH2:40][CH2:39][CH2:38]3)=[CH:33][CH:34]=2)[CH2:29][CH2:28][CH2:27]1)[C:18]([O:20]C)=[O:19])(=[O:16])=[O:15]. Product: [CH:4]1[C:13]2[C:8](=[CH:9][CH:10]=[CH:11][CH:12]=2)[CH:7]=[CH:6][C:5]=1[S:14]([CH:17]([CH2:22][CH2:23][C:24](=[O:43])[NH:25][C@H:26]1[C:35]2[C:30](=[CH:31][C:32]([CH2:36][N:37]3[CH2:42][CH2:41][CH2:40][CH2:39][CH2:38]3)=[CH:33][CH:34]=2)[CH2:29][CH2:28][CH2:27]1)[C:18]([OH:20])=[O:19])(=[O:16])=[O:15]. The catalyst class is: 200. (3) Product: [F:1][C:2]1[C:3]([NH:20][C:21]2[CH:26]=[C:38]([NH:33][C:34](=[O:46])[CH:35]([OH:36])[CH2:40][OH:42])[CH:37]=[CH:23][CH:22]=2)=[N:4][C:5]([NH:8][C:9]2[CH:10]=[CH:11][C:12]([O:15][CH2:16][CH2:17][O:18][CH3:19])=[CH:13][CH:14]=2)=[N:6][CH:7]=1. Reactant: [F:1][C:2]1[C:3]([NH:20][C:21]2[CH:22]=[C:23](NC(=O)C=C)C=C[CH:26]=2)=[N:4][C:5]([NH:8][C:9]2[CH:14]=[CH:13][C:12]([O:15][CH2:16][CH2:17][O:18][CH3:19])=[CH:11][CH:10]=2)=[N:6][CH:7]=1.C[N+:33]1([O-])[CH2:38][CH2:37][O:36][CH2:35][CH2:34]1.[C:40](OCC)(=[O:42])C.[OH2:46]. The catalyst class is: 1. (4) Reactant: Br[C:2]1[CH:3]=[N:4][C:5]([N:8]2[CH2:13][CH2:12][O:11][CH2:10][CH2:9]2)=[N:6][CH:7]=1.[C:14]([O:18][C:19]([N:21]1[CH2:26][CH2:25][CH:24]([NH2:27])[CH2:23][CH2:22]1)=[O:20])([CH3:17])([CH3:16])[CH3:15].O(C(C)(C)C)[K].C1(P(C2CCCCC2)C2C=CC=CC=2C2C(C(C)C)=CC(C(C)C)=CC=2C(C)C)CCCCC1. Product: [C:14]([O:18][C:19]([N:21]1[CH2:26][CH2:25][CH:24]([NH:27][C:2]2[CH:3]=[N:4][C:5]([N:8]3[CH2:13][CH2:12][O:11][CH2:10][CH2:9]3)=[N:6][CH:7]=2)[CH2:23][CH2:22]1)=[O:20])([CH3:17])([CH3:15])[CH3:16]. The catalyst class is: 101. (5) Product: [F:32][C:28]1[C:29]([CH3:31])=[N:30][C:25]([N:7]2[CH2:8][CH:4]3[CH:5]([CH2:1][N:2]([C:9]([C:11]4[CH:16]=[CH:15][C:14]([O:17][CH3:18])=[CH:13][C:12]=4[N:19]4[N:20]=[CH:21][CH:22]=[N:23]4)=[O:10])[CH2:3]3)[CH2:6]2)=[N:26][CH:27]=1. The catalyst class is: 10. Reactant: [CH2:1]1[CH:5]2[CH2:6][NH:7][CH2:8][CH:4]2[CH2:3][N:2]1[C:9]([C:11]1[CH:16]=[CH:15][C:14]([O:17][CH3:18])=[CH:13][C:12]=1[N:19]1[N:23]=[CH:22][CH:21]=[N:20]1)=[O:10].Cl[C:25]1[N:30]=[C:29]([CH3:31])[C:28]([F:32])=[CH:27][N:26]=1.CCN(C(C)C)C(C)C. (6) Reactant: [I:1][C:2]1[CH:7]=[CH:6][C:5]([N:8]2[CH:13]=[C:12]([O:14][CH3:15])[C:11](=[O:16])[C:10]([C:17](N(OC)C)=[O:18])=[N:9]2)=[C:4]([O:23][CH3:24])[CH:3]=1.O1CCC[CH2:26]1.C[Mg]Br.Cl. Product: [C:17]([C:10]1[C:11](=[O:16])[C:12]([O:14][CH3:15])=[CH:13][N:8]([C:5]2[CH:6]=[CH:7][C:2]([I:1])=[CH:3][C:4]=2[O:23][CH3:24])[N:9]=1)(=[O:18])[CH3:26]. The catalyst class is: 7. (7) Reactant: [NH2:1][C:2]1[N:7]=[CH:6][C:5]([CH:8]2[O:13][CH2:12][CH2:11][N:10]([C:14]([O:16][C:17]([CH3:20])([CH3:19])[CH3:18])=[O:15])[CH2:9]2)=[CH:4][C:3]=1[CH3:21].Br[C:23]1[CH:28]=[CH:27][C:26]([Br:29])=[CH:25][N:24]=1.C(=O)([O-])[O-].[Cs+].[Cs+]. Product: [Br:29][C:26]1[CH:27]=[CH:28][C:23]([NH:1][C:2]2[N:7]=[CH:6][C:5]([CH:8]3[O:13][CH2:12][CH2:11][N:10]([C:14]([O:16][C:17]([CH3:18])([CH3:20])[CH3:19])=[O:15])[CH2:9]3)=[CH:4][C:3]=2[CH3:21])=[N:24][CH:25]=1. The catalyst class is: 12.